Task: Predict the reactants needed to synthesize the given product.. Dataset: Full USPTO retrosynthesis dataset with 1.9M reactions from patents (1976-2016) (1) Given the product [CH3:28][C:21]1[C:22]([C:24]([F:27])([F:25])[F:26])=[CH:23][C:13]2[NH:12][CH2:18][CH2:17][CH2:16][C:15](=[O:19])[C:14]=2[N:20]=1, predict the reactants needed to synthesize it. The reactants are: I[Si](C)(C)C.C(OC([N:12]1[CH2:18][CH2:17][CH2:16][C:15](=[O:19])[C:14]2[N:20]=[C:21]([CH3:28])[C:22]([C:24]([F:27])([F:26])[F:25])=[CH:23][C:13]1=2)=O)(C)C. (2) Given the product [N:20]1([C:21]2[CH:33]=[CH:32][C:24]([C:25]([O:27][C:28]([CH3:31])([CH3:30])[CH3:29])=[O:26])=[C:23]([NH:34][C:35]3[CH:36]=[CH:37][C:38]([F:41])=[CH:39][CH:40]=3)[CH:22]=2)[C:15]2[CH:16]=[CH:17][CH:18]=[CH:19][C:14]=2[N:13]=[CH:1]1, predict the reactants needed to synthesize it. The reactants are: [C:1](O)(=O)C.C(N)=N.COCCO.[NH2:13][C:14]1[CH:19]=[CH:18][CH:17]=[CH:16][C:15]=1[NH:20][C:21]1[CH:33]=[CH:32][C:24]([C:25]([O:27][C:28]([CH3:31])([CH3:30])[CH3:29])=[O:26])=[C:23]([NH:34][C:35]2[CH:40]=[CH:39][C:38]([F:41])=[CH:37][CH:36]=2)[CH:22]=1.C(OCC)(=O)C. (3) Given the product [NH2:28][S:25]([C:22]1[CH:21]=[CH:20][C:19]([N:12]2[C:8]([CH2:1][C:2]3[CH:7]=[CH:6][CH:5]=[CH:4][CH:3]=3)=[N:9][C:10]([C:13]([O:15][CH2:16][CH3:17])=[O:14])=[N:11]2)=[N:24][CH:23]=1)(=[O:27])=[O:26], predict the reactants needed to synthesize it. The reactants are: [CH2:1]([C:8]1[NH:12][N:11]=[C:10]([C:13]([O:15][CH2:16][CH3:17])=[O:14])[N:9]=1)[C:2]1[CH:7]=[CH:6][CH:5]=[CH:4][CH:3]=1.Cl[C:19]1[N:24]=[CH:23][C:22]([S:25]([NH2:28])(=[O:27])=[O:26])=[CH:21][CH:20]=1.CC(C)([O-])C.[K+]. (4) Given the product [CH:1]1([C@@H:7]([NH:20][C:21]([C:23]2[C:24]([OH:34])=[N:25][C:26]([N:29]3[CH:33]=[CH:32][CH:31]=[N:30]3)=[N:27][CH:28]=2)=[O:22])[C:8]2[CH:13]=[CH:12][C:11]([P:14]([CH3:19])(=[O:15])[OH:18])=[CH:10][CH:9]=2)[CH2:6][CH2:5][CH2:4][CH2:3][CH2:2]1, predict the reactants needed to synthesize it. The reactants are: [CH:1]1([C@@H:7]([NH:20][C:21]([C:23]2[C:24]([OH:34])=[N:25][C:26]([N:29]3[CH:33]=[CH:32][CH:31]=[N:30]3)=[N:27][CH:28]=2)=[O:22])[C:8]2[CH:13]=[CH:12][C:11]([P:14]([CH3:19])(=[O:18])[O:15]CC)=[CH:10][CH:9]=2)[CH2:6][CH2:5][CH2:4][CH2:3][CH2:2]1.[OH-].[Na+]. (5) The reactants are: [CH:1]([N:14]1[CH2:17][CH:16]([OH:18])[CH:15]1[CH3:19])([C:8]1[CH:13]=[CH:12][CH:11]=[CH:10][CH:9]=1)[C:2]1[CH:7]=[CH:6][CH:5]=[CH:4][CH:3]=1.C(NC(C)C)(C)C.[CH3:27][S:28](Cl)(=[O:30])=[O:29].O. Given the product [CH3:27][S:28]([O:18][CH:16]1[CH2:17][N:14]([CH:1]([C:8]2[CH:13]=[CH:12][CH:11]=[CH:10][CH:9]=2)[C:2]2[CH:3]=[CH:4][CH:5]=[CH:6][CH:7]=2)[CH:15]1[CH3:19])(=[O:30])=[O:29], predict the reactants needed to synthesize it. (6) Given the product [ClH:61].[CH3:11][N:10]1[C:5]2[C:6](=[N:7][C:2]([NH:1][C:24](=[O:25])[C@@H:22]([NH:21][CH3:14])[CH3:23])=[CH:3][CH:4]=2)[N:8]([CH3:13])[C:9]1=[O:12], predict the reactants needed to synthesize it. The reactants are: [NH2:1][C:2]1[N:7]=[C:6]2[N:8]([CH3:13])[C:9](=[O:12])[N:10]([CH3:11])[C:5]2=[CH:4][CH:3]=1.[C:14]([N:21](C)[C@H:22]([C:24](O)=[O:25])[CH3:23])(OC(C)(C)C)=O.C1CN([P+](ON2N=NC3C=CC=CC2=3)(N2CCCC2)N2CCCC2)CC1.F[P-](F)(F)(F)(F)F.[ClH:61]. (7) The reactants are: [C:1]([O:12][CH2:13][CH:14]([OH:28])[CH2:15][O:16][C:17](=[O:27])[CH2:18][CH2:19][CH2:20][CH2:21][CH2:22][CH2:23][CH2:24][CH2:25][CH3:26])(=[O:11])[CH2:2][CH2:3][CH2:4][CH2:5][CH2:6][CH2:7][CH2:8][CH2:9][CH3:10].N1C=CC=CC=1.Cl[C:36]([O:38][CH2:39][Cl:40])=[O:37].CN(C1C=CC=CN=1)C. Given the product [C:1]([O:12][CH2:13][CH:14]([O:28][C:36]([O:38][CH2:39][Cl:40])=[O:37])[CH2:15][O:16][C:17](=[O:27])[CH2:18][CH2:19][CH2:20][CH2:21][CH2:22][CH2:23][CH2:24][CH2:25][CH3:26])(=[O:11])[CH2:2][CH2:3][CH2:4][CH2:5][CH2:6][CH2:7][CH2:8][CH2:9][CH3:10], predict the reactants needed to synthesize it. (8) Given the product [CH2:22]([N:10]1[CH2:9][CH2:8][C:7]([C:4]2[CH:3]=[CH:2][C:1]([CH3:14])=[CH:6][CH:5]=2)([OH:13])[CH2:12][CH2:11]1)[C:31]1[CH:26]=[CH:27][CH:28]=[CH:29][CH:30]=1, predict the reactants needed to synthesize it. The reactants are: [C:1]1([CH3:14])[CH:6]=[CH:5][C:4]([C:7]2([OH:13])[CH2:12][CH2:11][NH:10][CH2:9][CH2:8]2)=[CH:3][CH:2]=1.ClCCNC(N[C:22]1[C:31]2[C:26](=[CH:27][CH:28]=[CH:29][CH:30]=2)N=C(C)C=1)=O.C([O-])(O)=O.[Na+].N[C@H](C(O)=O)CC1C=C2C(C=CC=C2)=CC=1. (9) The reactants are: Cl[C:2]1[CH:3]=[CH:4][C:5]2[N:6]([C:8]([C@H:11]([C:13]3[C:14]([F:24])=[C:15]4[C:20](=[CH:21][C:22]=3[F:23])[N:19]=[CH:18][CH:17]=[CH:16]4)[CH3:12])=[CH:9][N:10]=2)[N:7]=1.[F-].[K+].Cl.[CH3:28][N:29]1[CH2:34][CH2:33][NH:32][CH2:31][C:30]1=[O:35].C(N(C(C)C)C(C)C)C. Given the product [F:24][C:14]1[C:13]([C@@H:11]([C:8]2[N:6]3[N:7]=[C:2]([N:32]4[CH2:33][CH2:34][N:29]([CH3:28])[C:30](=[O:35])[CH2:31]4)[CH:3]=[CH:4][C:5]3=[N:10][CH:9]=2)[CH3:12])=[C:22]([F:23])[CH:21]=[C:20]2[C:15]=1[CH:16]=[CH:17][CH:18]=[N:19]2, predict the reactants needed to synthesize it.